From a dataset of Forward reaction prediction with 1.9M reactions from USPTO patents (1976-2016). Predict the product of the given reaction. (1) Given the reactants [N+:1]([CH2:4][CH:5]([C:12]1[CH:16]=[CH:15][S:14][CH:13]=1)[CH2:6][C:7]([O:9]CC)=[O:8])([O-:3])=[O:2].[OH-].[Na+].Cl, predict the reaction product. The product is: [N+:1]([CH2:4][CH:5]([C:12]1[CH:16]=[CH:15][S:14][CH:13]=1)[CH2:6][C:7]([OH:9])=[O:8])([O-:3])=[O:2]. (2) Given the reactants [C:1]([O:5][C:6]([NH:8][C:9]1[C:18]2[C:13](=[CH:14][CH:15]=[CH:16][CH:17]=2)[C:12]([O:19][C:20]2[CH:25]=[CH:24][N:23]=[C:22]([NH:26][C:27]3[CH:28]=[C:29]([CH:33]=[C:34]([O:36][CH3:37])[CH:35]=3)[C:30](O)=[O:31])[CH:21]=2)=[CH:11][CH:10]=1)=[O:7])([CH3:4])([CH3:3])[CH3:2].[O:38]1[CH2:43][CH2:42][N:41]([CH2:44][CH2:45][CH2:46][NH2:47])[CH2:40][CH2:39]1.CCN(C(C)C)C(C)C.CN(C(ON1N=NC2C=CC=NC1=2)=[N+](C)C)C.F[P-](F)(F)(F)(F)F, predict the reaction product. The product is: [CH3:37][O:36][C:34]1[CH:35]=[C:27]([NH:26][C:22]2[CH:21]=[C:20]([O:19][C:12]3[C:13]4[C:18](=[CH:17][CH:16]=[CH:15][CH:14]=4)[C:9]([NH:8][C:6](=[O:7])[O:5][C:1]([CH3:3])([CH3:2])[CH3:4])=[CH:10][CH:11]=3)[CH:25]=[CH:24][N:23]=2)[CH:28]=[C:29]([C:30](=[O:31])[NH:47][CH2:46][CH2:45][CH2:44][N:41]2[CH2:42][CH2:43][O:38][CH2:39][CH2:40]2)[CH:33]=1.